Dataset: Catalyst prediction with 721,799 reactions and 888 catalyst types from USPTO. Task: Predict which catalyst facilitates the given reaction. (1) Reactant: P([O-])(O)(O)=O.[Na+].Cl([O-])=O.[Na+].[OH:11]O.[CH3:13][O:14][C:15]1[C:16]([CH3:44])=[C:17]([C:35]([O:42][CH3:43])=[C:36]([O:40][CH3:41])[C:37]=1[O:38][CH3:39])[CH2:18][C:19]1[C:24]([CH:25]=[O:26])=[C:23]([O:27][CH2:28][C:29]2[CH:34]=[CH:33][CH:32]=[CH:31][CH:30]=2)[CH:22]=[CH:21][CH:20]=1. Product: [CH3:13][O:14][C:15]1[C:16]([CH3:44])=[C:17]([C:35]([O:42][CH3:43])=[C:36]([O:40][CH3:41])[C:37]=1[O:38][CH3:39])[CH2:18][C:19]1[C:24]([C:25]([OH:11])=[O:26])=[C:23]([O:27][CH2:28][C:29]2[CH:34]=[CH:33][CH:32]=[CH:31][CH:30]=2)[CH:22]=[CH:21][CH:20]=1. The catalyst class is: 192. (2) Reactant: [F:1][C:2]([F:38])([F:37])[O:3][C:4]1[CH:9]=[CH:8][C:7]([N:10]2[CH:14]=[N:13][C:12]([C:15]3[CH:36]=[CH:35][C:18]([CH2:19][NH:20][O:21][C@H:22]4[C@H:27]([O:28][CH3:29])[C@H:26]([O:30][CH3:31])[C@@H:25]([O:32][CH3:33])[C@H:24]([CH3:34])[O:23]4)=[CH:17][CH:16]=3)=[N:11]2)=[CH:6][CH:5]=1.[C:39]1(=[O:45])[O:44][C:42](=[O:43])[CH2:41][CH2:40]1. Product: [F:38][C:2]([F:1])([F:37])[O:3][C:4]1[CH:9]=[CH:8][C:7]([N:10]2[CH:14]=[N:13][C:12]([C:15]3[CH:36]=[CH:35][C:18]([CH2:19][N:20]([O:21][C@H:22]4[C@H:27]([O:28][CH3:29])[C@H:26]([O:30][CH3:31])[C@@H:25]([O:32][CH3:33])[C@H:24]([CH3:34])[O:23]4)[C:39](=[O:45])[CH2:40][CH2:41][C:42]([OH:44])=[O:43])=[CH:17][CH:16]=3)=[N:11]2)=[CH:6][CH:5]=1. The catalyst class is: 436. (3) Reactant: [CH3:1][C:2]1([CH3:38])[S:7](=[O:9])(=[O:8])[C@@H:6]2[CH2:10][CH2:11][O:12][C:13]3[CH:18]=[CH:17][C:16]([N+:19]([O-])=O)=[CH:15][C:14]=3[C@@:5]2([CH3:22])[N:4]=[C:3]1[N:23]([C:31]([O:33][C:34]([CH3:37])([CH3:36])[CH3:35])=[O:32])[C:24](=[O:30])[O:25][C:26]([CH3:29])([CH3:28])[CH3:27].C1COCC1.[H][H]. Product: [NH2:19][C:16]1[CH:17]=[CH:18][C:13]2[O:12][CH2:11][CH2:10][C@H:6]3[S:7](=[O:8])(=[O:9])[C:2]([CH3:38])([CH3:1])[C:3]([N:23]([C:24]([O:25][C:26]([CH3:27])([CH3:28])[CH3:29])=[O:30])[C:31](=[O:32])[O:33][C:34]([CH3:35])([CH3:36])[CH3:37])=[N:4][C@:5]3([CH3:22])[C:14]=2[CH:15]=1. The catalyst class is: 350. (4) Product: [CH3:1][N:2]1[C:6]2[CH:7]=[CH:8][CH:9]=[CH:10][C:5]=2[N:4]=[C:3]1[CH2:11][C:12]1[CH:13]=[CH:14][C:15]([C:18]2[O:19][CH:20]=[C:21]([C:23]([O:25][CH3:26])=[O:24])[N:22]=2)=[CH:16][CH:17]=1. The catalyst class is: 2. Reactant: [CH3:1][N:2]1[C:6]2[CH:7]=[CH:8][CH:9]=[CH:10][C:5]=2[N:4]=[C:3]1[CH2:11][C:12]1[CH:17]=[CH:16][C:15]([C:18]2[O:19][CH2:20][CH:21]([C:23]([O:25][CH3:26])=[O:24])[N:22]=2)=[CH:14][CH:13]=1.BrC(Cl)(Cl)Cl.C1CCN2C(=NCCC2)CC1. (5) Reactant: [Cl:1][C:2]1[N:7]=[CH:6][N:5]=[C:4]([NH2:8])[C:3]=1[NH2:9].[CH3:10][N:11]1[CH2:16][CH2:15][N:14]([C:17]2[CH:25]=[CH:24][C:20]([C:21](O)=O)=[CH:19][CH:18]=2)[CH2:13][CH2:12]1. Product: [Cl:1][C:2]1[N:7]=[CH:6][N:5]=[C:4]2[C:3]=1[N:9]=[C:21]([C:20]1[CH:19]=[CH:18][C:17]([N:14]3[CH2:13][CH2:12][N:11]([CH3:10])[CH2:16][CH2:15]3)=[CH:25][CH:24]=1)[NH:8]2. The catalyst class is: 265. (6) Reactant: [C:1]([O-:4])(=[O:3])C.[O:5]=[C:6]1[C@@H:9]([NH3+:10])[CH2:8][NH:7]1.[CH3:11]CN(C(C)C)C(C)C.[CH2:20]1[C:29]2[C:24](=[CH:25][C:26](C3C=CN(C([O-])=O)C(=O)C=3C)=[CH:27][CH:28]=2)[CH2:23][CH2:22][CH2:21]1. Product: [CH2:23]1[C:24]2[C:29](=[CH:28][C:27]([O:4][C:1](=[O:3])[N:10]([CH3:11])[C@H:9]3[CH2:8][NH:7][C:6]3=[O:5])=[CH:26][CH:25]=2)[CH2:20][CH2:21][CH2:22]1. The catalyst class is: 2.